This data is from Full USPTO retrosynthesis dataset with 1.9M reactions from patents (1976-2016). The task is: Predict the reactants needed to synthesize the given product. (1) Given the product [C:1]([O:5][C:6]([N:8]1[CH2:12][C@@H:11]([CH2:13][C@H:14]([O:18][C:19]2[CH:24]=[CH:23][C:22]([O:25][CH3:26])=[C:21]([O:27][CH2:28][CH2:29][CH2:30][O:31][CH3:32])[CH:20]=2)[CH:15]([CH3:17])[CH3:16])[C@H:10]([CH:33]=[O:34])[CH2:9]1)=[O:7])([CH3:2])([CH3:4])[CH3:3], predict the reactants needed to synthesize it. The reactants are: [C:1]([O:5][C:6]([N:8]1[CH2:12][C@@H:11]([CH2:13][C@H:14]([O:18][C:19]2[CH:24]=[CH:23][C:22]([O:25][CH3:26])=[C:21]([O:27][CH2:28][CH2:29][CH2:30][O:31][CH3:32])[CH:20]=2)[CH:15]([CH3:17])[CH3:16])[C@H:10]([CH2:33][OH:34])[CH2:9]1)=[O:7])([CH3:4])([CH3:3])[CH3:2].CC(OI1(OC(C)=O)(OC(C)=O)OC(=O)C2C=CC=CC1=2)=O. (2) The reactants are: [CH2:1]([O:8][N:9]1[C:14]2[N:15]=[CH:16][N:17]=[CH:18][C:13]=2[C:12]([OH:19])=[C:11](C(OCC)=O)[C:10]1=[O:25])[C:2]1[CH:7]=[CH:6][CH:5]=[CH:4][CH:3]=1.Cl. Given the product [CH2:1]([O:8][N:9]1[C:14]2[N:15]=[CH:16][N:17]=[CH:18][C:13]=2[C:12]([OH:19])=[CH:11][C:10]1=[O:25])[C:2]1[CH:3]=[CH:4][CH:5]=[CH:6][CH:7]=1, predict the reactants needed to synthesize it. (3) Given the product [CH2:1]([O:8][C:9]([NH:11][CH2:12][C:13]([O:15][CH2:42][CH2:41][Si:40]([CH3:45])([CH3:44])[CH3:39])=[O:14])=[O:10])[C:2]1[CH:3]=[CH:4][CH:5]=[CH:6][CH:7]=1, predict the reactants needed to synthesize it. The reactants are: [CH2:1]([O:8][C:9]([NH:11][CH2:12][C:13]([OH:15])=[O:14])=[O:10])[C:2]1[CH:7]=[CH:6][CH:5]=[CH:4][CH:3]=1.Cl.CN(C)CCCN=C=NCC.O.ON1C2C=CC=CC=2N=N1.[CH3:39][Si:40]([CH3:45])([CH3:44])[CH2:41][CH2:42]O. (4) Given the product [NH2:22][C:21]1[N:20]=[CH:19][N:18]=[C:17]2[N:13]([C@H:10]3[CH2:9][CH2:8][C@H:7]([O:6][CH2:5][C:4]([OH:3])=[O:28])[CH2:12][CH2:11]3)[N:14]=[C:15]([C:33]3[CH:32]=[CH:31][C:30]([CH2:29][C:36]4[O:37][C:33]5[C:32]([CH3:56])=[CH:31][C:30]([CH3:29])=[CH:55][C:34]=5[N:35]=4)=[CH:55][CH:34]=3)[C:16]=12, predict the reactants needed to synthesize it. The reactants are: C([O:3][C:4](=[O:28])[CH2:5][O:6][C@H:7]1[CH2:12][CH2:11][C@H:10]([N:13]2[C:17]3=[N:18][CH:19]=[N:20][C:21]([N:22]=CN(C)C)=[C:16]3[C:15](I)=[N:14]2)[CH2:9][CH2:8]1)C.[CH3:29][C:30]1[CH:31]=[C:32]([CH3:56])[C:33]2[O:37][C:36](NC3C=CC(B4OC(C)(C)C(C)(C)O4)=CC=3F)=[N:35][C:34]=2[CH:55]=1. (5) Given the product [CH2:5]([N:12]1[C:17](=[O:18])[C:16]2[CH:19]=[CH:20][CH:21]=[N:22][C:15]=2[N:14]=[C:13]1[CH:23]([Br:26])[CH2:24][CH3:25])[C:6]1[CH:7]=[CH:8][CH:9]=[CH:10][CH:11]=1, predict the reactants needed to synthesize it. The reactants are: C(O)(=O)C.[CH2:5]([N:12]1[C:17](=[O:18])[C:16]2[CH:19]=[CH:20][CH:21]=[N:22][C:15]=2[N:14]=[C:13]1[CH2:23][CH2:24][CH3:25])[C:6]1[CH:11]=[CH:10][CH:9]=[CH:8][CH:7]=1.[Br:26]Br.C([O-])(=O)C.[K+].